From a dataset of Reaction yield outcomes from USPTO patents with 853,638 reactions. Predict the reaction yield, written as a fraction of the theoretical maximum amount of product (1.0 means a 100% yield; for example, 0.34 means a 34% yield). The reactants are [OH:1][N:2]=[C:3](Cl)[C:4]1[CH:15]=[CH:14][C:7]2[B:8]([OH:13])[O:9][C:10]([CH3:12])([CH3:11])[C:6]=2[CH:5]=1.[Cl:17][C:18]1[CH:23]=[C:22]([C:24]([C:26]([F:29])([F:28])[F:27])=[CH2:25])[C:21]([Cl:30])=[C:20]([Cl:31])[C:19]=1[Cl:32]. The catalyst is CN(C=O)C. The product is [CH3:11][C:10]1([CH3:12])[O:9][B:8]([OH:13])[C:7]2[CH:14]=[CH:15][C:4]([C:3]3[CH2:25][C:24]([C:22]4[CH:23]=[C:18]([Cl:17])[C:19]([Cl:32])=[C:20]([Cl:31])[C:21]=4[Cl:30])([C:26]([F:28])([F:27])[F:29])[O:1][N:2]=3)=[CH:5][C:6]1=2. The yield is 0.130.